From a dataset of Catalyst prediction with 721,799 reactions and 888 catalyst types from USPTO. Predict which catalyst facilitates the given reaction. Reactant: [N:1]1[C:10]2[C:5](=[CH:6][CH:7]=[C:8]([O:11][C:12]3[N:17]=[CH:16][N:15]=[C:14]([C:18]4[CH:23]=[CH:22][C:21]([C:24]([F:27])([F:26])[F:25])=[CH:20][C:19]=4OS(C(F)(F)F)(=O)=O)[CH:13]=3)[CH:9]=2)[CH:4]=[CH:3][CH:2]=1.[Li+].[Cl-].[C:38](C1C=C(C)C=C(C(C)(C)C)C=1O)(C)(C)[CH3:39]. Product: [F:26][C:24]([F:25])([F:27])[C:21]1[CH:22]=[CH:23][C:18]([C:14]2[N:15]=[CH:16][N:17]=[C:12]([O:11][C:8]3[CH:9]=[C:10]4[C:5]([CH:4]=[CH:3][CH:2]=[N:1]4)=[CH:6][CH:7]=3)[CH:13]=2)=[C:19]([CH:38]=[CH2:39])[CH:20]=1. The catalyst class is: 77.